This data is from Full USPTO retrosynthesis dataset with 1.9M reactions from patents (1976-2016). The task is: Predict the reactants needed to synthesize the given product. (1) Given the product [Cl:1][C:2]1[CH:3]=[C:4]2[C:8](=[CH:9][CH:10]=1)[NH:7][C:6]([C:11]([NH:14][C@H:15]1[CH2:23][C:22]3[C:17](=[CH:18][CH:19]=[CH:20][CH:21]=3)[C@@H:16]1[NH:24][C:25](=[O:31])[O:26][C:27]([CH3:29])([CH3:28])[CH3:30])=[O:13])=[CH:5]2, predict the reactants needed to synthesize it. The reactants are: [Cl:1][C:2]1[CH:3]=[C:4]2[C:8](=[CH:9][CH:10]=1)[NH:7][C:6]([C:11]([OH:13])=O)=[CH:5]2.[NH2:14][C@H:15]1[CH2:23][C:22]2[C:17](=[CH:18][CH:19]=[CH:20][CH:21]=2)[C@@H:16]1[NH:24][C:25](=[O:31])[O:26][C:27]([CH3:30])([CH3:29])[CH3:28].CCN(C(C)C)C(C)C.C1C=CC2N(O)N=NC=2C=1.CCN=C=NCCCN(C)C. (2) Given the product [Cl:26][C:24]1[N:23]=[CH:22][C:21]([NH2:27])=[C:20]([C:17]2([CH3:18])[O:16][CH2:13][CH2:14][O:15]2)[CH:25]=1, predict the reactants needed to synthesize it. The reactants are: O.C1(C)C=CC(S(O)(=O)=O)=CC=1.[CH2:13]([OH:16])[CH2:14][OH:15].[C:17]([C:20]1[CH:25]=[C:24]([Cl:26])[N:23]=[CH:22][C:21]=1[NH:27]C(=O)OC(C)(C)C)(=O)[CH3:18].